From a dataset of Full USPTO retrosynthesis dataset with 1.9M reactions from patents (1976-2016). Predict the reactants needed to synthesize the given product. (1) Given the product [F:36][C:14]1[CH:15]=[C:16]([NH:19][C:20]([C:22]2[C:23](=[O:35])[N:24]([C:28]3[CH:29]=[CH:30][C:31]([F:34])=[CH:32][CH:33]=3)[N:25]=[CH:26][CH:27]=2)=[O:21])[CH:17]=[CH:18][C:13]=1[O:12][C:9]1[CH:8]=[CH:7][N:6]=[C:5]2[CH:4]=[C:3]([C:1]([NH2:2])=[O:37])[S:11][C:10]=12, predict the reactants needed to synthesize it. The reactants are: [C:1]([C:3]1[S:11][C:10]2[C:5](=[N:6][CH:7]=[CH:8][C:9]=2[O:12][C:13]2[CH:18]=[CH:17][C:16]([NH:19][C:20]([C:22]3[C:23](=[O:35])[N:24]([C:28]4[CH:33]=[CH:32][C:31]([F:34])=[CH:30][CH:29]=4)[N:25]=[CH:26][CH:27]=3)=[O:21])=[CH:15][C:14]=2[F:36])[CH:4]=1)#[N:2].[OH:37]S(O)(=O)=O. (2) Given the product [CH3:1][O:2][C:3]([C:5]1([CH3:16])[C:13]2[C:8](=[CH:9][C:10]([Br:14])=[CH:11][CH:12]=2)[NH:7][CH2:6]1)=[O:4], predict the reactants needed to synthesize it. The reactants are: [CH3:1][O:2][C:3]([C:5]1([CH3:16])[C:13]2[C:8](=[CH:9][C:10]([Br:14])=[CH:11][CH:12]=2)[NH:7][C:6]1=O)=[O:4].C1([SiH3])C=CC=CC=1. (3) Given the product [C:13]1([S:19]([N:8]2[C:9]3[C:5](=[C:4]([CH3:3])[CH:12]=[CH:11][CH:10]=3)[CH:6]=[CH:7]2)(=[O:21])=[O:20])[CH:18]=[CH:17][CH:16]=[CH:15][CH:14]=1, predict the reactants needed to synthesize it. The reactants are: [OH-].[Na+].[CH3:3][C:4]1[CH:12]=[CH:11][CH:10]=[C:9]2[C:5]=1[CH:6]=[CH:7][NH:8]2.[C:13]1([S:19](Cl)(=[O:21])=[O:20])[CH:18]=[CH:17][CH:16]=[CH:15][CH:14]=1.O. (4) The reactants are: [N+:1]([C:4]1[CH:9]=[CH:8][CH:7]=[C:6]([NH2:10])[C:5]=1[NH2:11])([O-:3])=[O:2].[C:12](OCC)(=O)[CH2:13][C:14]([O:16]CC)=[O:15]. Given the product [N+:1]([C:4]1[C:5]2[N:11]=[C:12]([CH2:13][C:14]([OH:16])=[O:15])[NH:10][C:6]=2[CH:7]=[CH:8][CH:9]=1)([O-:3])=[O:2], predict the reactants needed to synthesize it. (5) Given the product [F:25][C:26]([F:31])([F:30])[C:27]([OH:29])=[O:28].[CH2:9]1[C:10]2[C:15](=[CH:14][C:13]([N:17]3[CH:18]4[CH2:24][CH2:23][CH:22]3[CH2:21][O:20][CH2:19]4)=[CH:12][CH:11]=2)[CH2:16][NH:8]1, predict the reactants needed to synthesize it. The reactants are: C(OC([N:8]1[CH2:16][C:15]2[C:10](=[CH:11][CH:12]=[C:13]([N:17]3[CH:22]4[CH2:23][CH2:24][CH:18]3[CH2:19][O:20][CH2:21]4)[CH:14]=2)[CH2:9]1)=O)(C)(C)C.[F:25][C:26]([F:31])([F:30])[C:27]([OH:29])=[O:28].